This data is from Forward reaction prediction with 1.9M reactions from USPTO patents (1976-2016). The task is: Predict the product of the given reaction. (1) Given the reactants [CH2:1]([C:4]1[C:8]2[CH2:9][N:10]([C:13]([O:15]C(C)(C)C)=O)[CH2:11][CH2:12][C:7]=2[NH:6][N:5]=1)[CH2:2][CH3:3].C(O)(C(F)(F)F)=O.[Cl:27][C:28]1[CH:33]=[CH:32][CH:31]=[C:30]([N:34]=C=O)[CH:29]=1, predict the reaction product. The product is: [Cl:27][C:28]1[CH:29]=[C:30]([NH:34][C:13]([N:10]2[CH2:11][CH2:12][C:7]3[NH:6][N:5]=[C:4]([CH2:1][CH2:2][CH3:3])[C:8]=3[CH2:9]2)=[O:15])[CH:31]=[CH:32][CH:33]=1. (2) Given the reactants [Cl:1][C:2]1[CH:3]=[C:4]([CH:19]=[CH:20][C:21]=1[C:22]([F:25])([F:24])[F:23])[CH2:5][NH:6][C:7]([C:9]1[CH:14]=[CH:13][C:12]([S:15](Cl)(=[O:17])=[O:16])=[CH:11][CH:10]=1)=[O:8].[NH2:26][C:27]1[S:31][N:30]=[CH:29][N:28]=1, predict the reaction product. The product is: [Cl:1][C:2]1[CH:3]=[C:4]([CH:19]=[CH:20][C:21]=1[C:22]([F:25])([F:24])[F:23])[CH2:5][NH:6][C:7](=[O:8])[C:9]1[CH:14]=[CH:13][C:12]([S:15]([NH:26][C:27]2[S:31][N:30]=[CH:29][N:28]=2)(=[O:17])=[O:16])=[CH:11][CH:10]=1.